From a dataset of Reaction yield outcomes from USPTO patents with 853,638 reactions. Predict the reaction yield, written as a fraction of the theoretical maximum amount of product (1.0 means a 100% yield; for example, 0.34 means a 34% yield). (1) The reactants are [CH3:1][C:2]1[CH:3]=[C:4]([NH2:8])[CH:5]=[N:6][CH:7]=1.C[Si]([NH-])(C)C.C[Si]([NH-])(C)C.[Na+].[Na+].[C:21]([O:25][C:26](O[C:26]([O:25][C:21]([CH3:24])([CH3:23])[CH3:22])=[O:27])=[O:27])([CH3:24])([CH3:23])[CH3:22]. The catalyst is C1COCC1. The product is [CH3:1][C:2]1[CH:3]=[C:4]([NH:8][C:26](=[O:27])[O:25][C:21]([CH3:24])([CH3:23])[CH3:22])[CH:5]=[N:6][CH:7]=1. The yield is 0.880. (2) The reactants are [CH:1]12[O:8][CH:5]([CH:6]=[CH:7]1)[CH2:4][CH:3]([C:9]1[NH:17][C:16]3[C:15](=[O:18])[N:14]([CH2:19][CH2:20][CH3:21])[C:13](=[O:22])[N:12]([CH2:23][CH2:24][CH3:25])[C:11]=3[N:10]=1)[CH2:2]2. The catalyst is CO.[Pd]. The product is [CH:5]12[O:8][CH:1]([CH2:7][CH2:6]1)[CH2:2][CH:3]([C:9]1[NH:17][C:16]3[C:15](=[O:18])[N:14]([CH2:19][CH2:20][CH3:21])[C:13](=[O:22])[N:12]([CH2:23][CH2:24][CH3:25])[C:11]=3[N:10]=1)[CH2:4]2. The yield is 1.00. (3) The product is [Cl:21][CH2:20][CH2:19][CH2:18][O:1][C:2]1[CH:10]=[CH:9][CH:8]=[C:7]2[C:3]=1[CH:4]=[CH:5][NH:6]2. The catalyst is O. The reactants are [OH:1][C:2]1[CH:10]=[CH:9][CH:8]=[C:7]2[C:3]=1[CH:4]=[CH:5][NH:6]2.[OH-].[K+].CS(C)=O.Br[CH2:18][CH2:19][CH2:20][Cl:21]. The yield is 0.830. (4) The reactants are Br[C:2]1[N:6]([S:7]([C:10]2[CH:11]=[N:12][CH:13]=[CH:14][CH:15]=2)(=[O:9])=[O:8])[CH:5]=[C:4]([CH2:16][N:17]([CH3:25])[C:18](=[O:24])[O:19][C:20]([CH3:23])([CH3:22])[CH3:21])[CH:3]=1.[CH3:26][C:27]1[C:28](B(O)O)=[CH:29][S:30][CH:31]=1.C(=O)([O-])[O-].[Na+].[Na+]. The catalyst is C1C=CC([P]([Pd]([P](C2C=CC=CC=2)(C2C=CC=CC=2)C2C=CC=CC=2)([P](C2C=CC=CC=2)(C2C=CC=CC=2)C2C=CC=CC=2)[P](C2C=CC=CC=2)(C2C=CC=CC=2)C2C=CC=CC=2)(C2C=CC=CC=2)C2C=CC=CC=2)=CC=1. The product is [CH3:25][N:17]([CH2:16][C:4]1[CH:3]=[C:2]([C:28]2[C:27]([CH3:26])=[CH:31][S:30][CH:29]=2)[N:6]([S:7]([C:10]2[CH:11]=[N:12][CH:13]=[CH:14][CH:15]=2)(=[O:9])=[O:8])[CH:5]=1)[C:18](=[O:24])[O:19][C:20]([CH3:23])([CH3:22])[CH3:21]. The yield is 0.640. (5) The reactants are I[C:2]1[CH:7]=[CH:6][CH:5]=[CH:4][N:3]=1.[CH2:8]([N:12]1[C:20](=[O:21])[C:19]2[C:14](=[CH:15][CH:16]=[CH:17][CH:18]=2)[C:13]1=[O:22])[CH2:9][C:10]#[CH:11]. No catalyst specified. The product is [N:3]1[CH:4]=[CH:5][CH:6]=[CH:7][C:2]=1[C:11]#[C:10][CH2:9][CH2:8][N:12]1[C:20](=[O:21])[C:19]2[C:14](=[CH:15][CH:16]=[CH:17][CH:18]=2)[C:13]1=[O:22]. The yield is 0.450. (6) The reactants are O.[OH-].[Li+].[Cl:4][C:5]1[CH:27]=[C:26]([C:28]([NH:30][C@@H:31]([C:33]2[C:42]3[C:37](=[CH:38][CH:39]=[CH:40][CH:41]=3)[CH:36]=[CH:35][CH:34]=2)[CH3:32])=[O:29])[CH:25]=[C:24]([Cl:43])[C:6]=1[C:7]([NH:9][C@H:10]([C:20]([O:22]C)=[O:21])[CH2:11][NH:12][C:13]([C:15]1[S:16][CH:17]=[CH:18][CH:19]=1)=[O:14])=[O:8]. The catalyst is O.O1CCCC1.CO. The product is [Cl:4][C:5]1[CH:27]=[C:26]([C:28]([NH:30][C@@H:31]([C:33]2[C:42]3[C:37](=[CH:38][CH:39]=[CH:40][CH:41]=3)[CH:36]=[CH:35][CH:34]=2)[CH3:32])=[O:29])[CH:25]=[C:24]([Cl:43])[C:6]=1[C:7]([NH:9][C@H:10]([C:20]([OH:22])=[O:21])[CH2:11][NH:12][C:13]([C:15]1[S:16][CH:17]=[CH:18][CH:19]=1)=[O:14])=[O:8]. The yield is 0.670.